Dataset: Forward reaction prediction with 1.9M reactions from USPTO patents (1976-2016). Task: Predict the product of the given reaction. (1) The product is: [C:1]1([S:7]([C:10]2[CH:11]=[CH:12][C:13]([C:33]([F:35])([F:36])[F:34])=[C:14]([S:16]([NH:19][CH:20]3[CH2:25][CH2:24][NH:23][CH2:22][CH2:21]3)(=[O:18])=[O:17])[CH:15]=2)(=[O:9])=[O:8])[CH:2]=[CH:3][CH:4]=[CH:5][CH:6]=1. Given the reactants [C:1]1([S:7]([C:10]2[CH:11]=[CH:12][C:13]([C:33]([F:36])([F:35])[F:34])=[C:14]([S:16]([NH:19][CH:20]3[CH2:25][CH2:24][N:23](C(OC(C)(C)C)=O)[CH2:22][CH2:21]3)(=[O:18])=[O:17])[CH:15]=2)(=[O:9])=[O:8])[CH:6]=[CH:5][CH:4]=[CH:3][CH:2]=1, predict the reaction product. (2) Given the reactants [CH2:1]([O:5][C:6]([C:8]1[C:9]([OH:18])=[C:10]2[CH:17]=[CH:16][S:15][C:11]2=[C:12](O)[N:13]=1)=[O:7])[CH2:2][CH2:3][CH3:4].O=P(Cl)(Cl)[Cl:21].C1(C)C=CC=CC=1.C([O-])(O)=O.[Na+], predict the reaction product. The product is: [CH2:1]([O:5][C:6]([C:8]1[C:9]([OH:18])=[C:10]2[CH:17]=[CH:16][S:15][C:11]2=[C:12]([Cl:21])[N:13]=1)=[O:7])[CH2:2][CH2:3][CH3:4]. (3) Given the reactants [NH:1]1[C:5]([CH2:6][C:7]2[CH:8]=[C:9]([NH:13][C:14]([C:16]3[O:17][C:18](Br)=[CH:19][CH:20]=3)=[O:15])[CH:10]=[CH:11][CH:12]=2)=[N:4][N:3]=[N:2]1.[F:22][C:23]1[CH:28]=[CH:27][C:26](B(O)O)=[CH:25][CH:24]=1, predict the reaction product. The product is: [NH:1]1[C:5]([CH2:6][C:7]2[CH:8]=[C:9]([NH:13][C:14]([C:16]3[O:17][C:18]([C:26]4[CH:27]=[CH:28][C:23]([F:22])=[CH:24][CH:25]=4)=[CH:19][CH:20]=3)=[O:15])[CH:10]=[CH:11][CH:12]=2)=[N:4][N:3]=[N:2]1. (4) Given the reactants [Cl:1][C:2]1[C:3]([C:23]2[CH:28]=[C:27]([Cl:29])[CH:26]=[CH:25][C:24]=2[C:30]#[N:31])=[CH:4][C:5](=[O:22])[N:6]([CH:8]([CH2:16][C:17]2[O:21][CH:20]=[N:19][CH:18]=2)[C:9]([O:11]C(C)(C)C)=[O:10])[CH:7]=1.C(O)(C(F)(F)F)=O, predict the reaction product. The product is: [Cl:1][C:2]1[C:3]([C:23]2[CH:28]=[C:27]([Cl:29])[CH:26]=[CH:25][C:24]=2[C:30]#[N:31])=[CH:4][C:5](=[O:22])[N:6]([CH:8]([CH2:16][C:17]2[O:21][CH:20]=[N:19][CH:18]=2)[C:9]([OH:11])=[O:10])[CH:7]=1. (5) Given the reactants [F:1]C(F)(F)C(O)=O.[CH3:8][S:9]([N:12]1[CH2:17][CH2:16][CH:15]([NH2:18])[CH2:14][CH2:13]1)(=[O:11])=[O:10].[NH2:19][C:20]1[C:25]([C:26]([C:28]2[C:36]3[O:35]C=C[C:32]=3[CH:31]=[C:30]([F:37])[CH:29]=2)=[O:27])=[CH:24][N:23]=[C:22](Cl)[N:21]=1.C(N(C(C)C)CC)(C)C, predict the reaction product. The product is: [NH2:19][C:20]1[C:25]([C:26]([C:28]2[C:36]([OH:35])=[CH:32][CH:31]=[C:30]([F:37])[C:29]=2[F:1])=[O:27])=[CH:24][N:23]=[C:22]([NH:18][CH:15]2[CH2:14][CH2:13][N:12]([S:9]([CH3:8])(=[O:11])=[O:10])[CH2:17][CH2:16]2)[N:21]=1. (6) Given the reactants Br[CH2:2][C:3]1N=[CH:7][C:6]([C:9]([NH:11][C:12]2[CH:17]=[CH:16][C:15]([Cl:18])=[C:14]([C:19]3[CH:24]=[CH:23][CH:22]=[CH:21][N:20]=3)[CH:13]=2)=[O:10])=[CH:5][CH:4]=1.[C:25]([N:28]1[CH2:33][CH2:32][NH:31][CH2:30][CH2:29]1)(=[O:27])[CH3:26].[CH3:34]S(C)=O, predict the reaction product. The product is: [C:25]([N:28]1[CH2:33][CH2:32][N:31]([CH2:2][C:3]2[CH:34]=[CH:7][C:6]([C:9]([NH:11][C:12]3[CH:17]=[CH:16][C:15]([Cl:18])=[C:14]([C:19]4[CH:24]=[CH:23][CH:22]=[CH:21][N:20]=4)[CH:13]=3)=[O:10])=[CH:5][CH:4]=2)[CH2:30][CH2:29]1)(=[O:27])[CH3:26]. (7) Given the reactants [CH2:1]([C:9]1[CH:15]=[CH:14][C:12]([NH2:13])=[CH:11][CH:10]=1)[CH2:2][CH2:3][CH2:4][CH2:5][CH2:6][CH2:7][CH3:8].C([O:23][CH2:24][CH2:25][C@H:26]([NH:30]C(OC(C)(C)C)=O)[C:27](O)=[O:28])C1C=CC=CC=1, predict the reaction product. The product is: [NH2:30][C@@H:26]([CH2:25][CH2:24][OH:23])[C:27]([NH:13][C:12]1[CH:11]=[CH:10][C:9]([CH2:1][CH2:2][CH2:3][CH2:4][CH2:5][CH2:6][CH2:7][CH3:8])=[CH:15][CH:14]=1)=[O:28].